From a dataset of Full USPTO retrosynthesis dataset with 1.9M reactions from patents (1976-2016). Predict the reactants needed to synthesize the given product. (1) The reactants are: [NH2:1][C:2]1[CH:7]=[CH:6][C:5]([C@H:8]2[O:13][CH2:12][CH2:11][N:10]([C:14]([O:16][C:17]([CH3:20])([CH3:19])[CH3:18])=[O:15])[CH2:9]2)=[CH:4][CH:3]=1.C1C(=O)N([Br:28])C(=O)C1.CCOC(C)=O. Given the product [NH2:1][C:2]1[CH:7]=[CH:6][C:5]([C@H:8]2[O:13][CH2:12][CH2:11][N:10]([C:14]([O:16][C:17]([CH3:20])([CH3:19])[CH3:18])=[O:15])[CH2:9]2)=[CH:4][C:3]=1[Br:28], predict the reactants needed to synthesize it. (2) Given the product [F:16][C:17]1[CH:26]=[C:25]2[C:20]([CH2:21][CH2:22][C:23](=[O:28])[N:24]2[CH3:27])=[CH:19][C:18]=1[C:2]1[C:3]2[CH2:10][CH2:9][CH:8]([NH:11][C:12](=[O:15])[CH2:13][CH3:14])[C:4]=2[CH:5]=[N:6][CH:7]=1, predict the reactants needed to synthesize it. The reactants are: Br[C:2]1[C:3]2[CH2:10][CH2:9][CH:8]([NH:11][C:12](=[O:15])[CH2:13][CH3:14])[C:4]=2[CH:5]=[N:6][CH:7]=1.[F:16][C:17]1[CH:26]=[C:25]2[C:20]([CH2:21][CH2:22][C:23](=[O:28])[N:24]2[CH3:27])=[CH:19][C:18]=1B1OC(C)(C)C(C)(C)O1. (3) Given the product [CH3:13][CH:14]([C:18]([CH3:20])=[O:19])[C:15]([O-:17])=[O:16].[Ag+:25], predict the reactants needed to synthesize it. The reactants are: N(CCO)CCO.CCOCC.[CH3:13][CH:14]([C:18]([CH3:20])=[O:19])[C:15]([OH:17])=[O:16].[N+]([O-])([O-])=O.[Ag+:25]. (4) Given the product [C:7]([C:9]1[CH:25]=[CH:24][C:12]2[CH2:13][CH2:14][N:15]([C:18](=[O:23])[C:19]([F:22])([F:20])[F:21])[CH2:16][CH2:17][C:11]=2[C:10]=1[O:26][C:3](=[S:4])[N:2]([CH3:6])[CH3:1])#[N:8], predict the reactants needed to synthesize it. The reactants are: [CH3:1][N:2]([CH3:6])[C:3](Cl)=[S:4].[C:7]([C:9]1[CH:25]=[CH:24][C:12]2[CH2:13][CH2:14][N:15]([C:18](=[O:23])[C:19]([F:22])([F:21])[F:20])[CH2:16][CH2:17][C:11]=2[C:10]=1[OH:26])#[N:8].C(N(CC)CC)C.